Dataset: Full USPTO retrosynthesis dataset with 1.9M reactions from patents (1976-2016). Task: Predict the reactants needed to synthesize the given product. (1) Given the product [CH:47]([OH:49])=[O:48].[OH:8][C:9]1[C:14]2[NH:15][C:16](=[O:18])[S:17][C:13]=2[C:12]([C@@H:19]([OH:46])[CH2:20][NH:21][CH2:22][CH2:23][CH2:24][CH2:25][CH2:26][CH2:27][O:28][CH2:29][CH2:30][CH2:31][CH2:32][C:33]2[CH:34]=[CH:35][CH:36]=[CH:37][CH:38]=2)=[CH:11][CH:10]=1, predict the reactants needed to synthesize it. The reactants are: C([O:8][C:9]1[C:14]2[NH:15][C:16](=[O:18])[S:17][C:13]=2[C:12]([C@@H:19]([OH:46])[CH2:20][N:21](CC2C=CC=CC=2)[CH2:22][CH2:23][CH2:24][CH2:25][CH2:26][CH2:27][O:28][CH2:29][CH2:30][CH2:31][CH2:32][C:33]2[CH:38]=[CH:37][CH:36]=[CH:35][CH:34]=2)=[CH:11][CH:10]=1)C1C=CC=CC=1.[CH:47]([OH:49])=[O:48]. (2) Given the product [F:5][CH2:4][CH:3]([O:6][C:7]1[CH:8]=[C:9]([CH:13]=[C:14]([O:16][CH2:17][C:18]2[CH:23]=[CH:22][CH:21]=[CH:20][CH:19]=2)[CH:15]=1)[C:10]([NH:24][C:25]1[CH:29]=[CH:28][N:27]([CH3:30])[N:26]=1)=[O:12])[CH2:2][F:1], predict the reactants needed to synthesize it. The reactants are: [F:1][CH2:2][CH:3]([O:6][C:7]1[CH:8]=[C:9]([CH:13]=[C:14]([O:16][CH2:17][C:18]2[CH:23]=[CH:22][CH:21]=[CH:20][CH:19]=2)[CH:15]=1)[C:10]([OH:12])=O)[CH2:4][F:5].[NH2:24][C:25]1[CH:29]=[CH:28][N:27]([CH3:30])[N:26]=1.CN(C(ON1N=NC2C=CC=NC1=2)=[N+](C)C)C.F[P-](F)(F)(F)(F)F.CCN(C(C)C)C(C)C.